The task is: Predict which catalyst facilitates the given reaction.. This data is from Catalyst prediction with 721,799 reactions and 888 catalyst types from USPTO. (1) Reactant: [H-].[Na+].[Cl:3][C:4]1[CH:9]=[CH:8][C:7]([OH:10])=[CH:6][C:5]=1[F:11].[CH2:12]([O:14][C:15](=[O:18])[CH2:16]Br)[CH3:13]. Product: [Cl:3][C:4]1[CH:9]=[CH:8][C:7]([O:10][CH2:16][C:15]([O:14][CH2:12][CH3:13])=[O:18])=[CH:6][C:5]=1[F:11]. The catalyst class is: 49. (2) Reactant: ClCl.C(S[C:11]1[CH:16]=[CH:15][CH:14]=[CH:13][C:12]=1[S:17]([CH:20]([CH3:22])[CH3:21])(=[O:19])=[O:18])C1C=CC=CC=1.[S:23]([Cl:27])(Cl)(=[O:25])=[O:24]. Product: [CH3:22][CH:20]([S:17]([C:12]1[CH:13]=[CH:14][CH:15]=[CH:16][C:11]=1[S:23]([Cl:27])(=[O:25])=[O:24])(=[O:18])=[O:19])[CH3:21]. The catalyst class is: 86.